This data is from Catalyst prediction with 721,799 reactions and 888 catalyst types from USPTO. The task is: Predict which catalyst facilitates the given reaction. (1) Reactant: O[CH2:2][CH:3]1[CH2:8][CH2:7][N:6]([C:9]([O:11][CH2:12][CH3:13])=[O:10])[CH2:5][CH2:4]1.C1(P(C2C=CC=CC=2)C2C=CC=CC=2)C=CC=CC=1.[Br:33]N1C(=O)CCC1=O. Product: [Br:33][CH2:2][CH:3]1[CH2:8][CH2:7][N:6]([C:9]([O:11][CH2:12][CH3:13])=[O:10])[CH2:5][CH2:4]1. The catalyst class is: 4. (2) Reactant: [Si:1]([O:8][C:9]1[CH:14]=[CH:13][C:12]([OH:15])=[CH:11][CH:10]=1)([C:4]([CH3:7])([CH3:6])[CH3:5])([CH3:3])[CH3:2].C([O-])([O-])=O.[Cs+].[Cs+].Cl[CH2:23][C:24]1[CH:25]=[N:26][C:27]([NH:30][C:31]2[CH:36]=[CH:35][C:34]([Cl:37])=[C:33]([Cl:38])[CH:32]=2)=[N:28][CH:29]=1. Product: [Si:1]([O:8][C:9]1[CH:14]=[CH:13][C:12]([O:15][CH2:23][C:24]2[CH:29]=[N:28][C:27]([NH:30][C:31]3[CH:36]=[CH:35][C:34]([Cl:37])=[C:33]([Cl:38])[CH:32]=3)=[N:26][CH:25]=2)=[CH:11][CH:10]=1)([C:4]([CH3:7])([CH3:6])[CH3:5])([CH3:3])[CH3:2]. The catalyst class is: 3.